Dataset: Full USPTO retrosynthesis dataset with 1.9M reactions from patents (1976-2016). Task: Predict the reactants needed to synthesize the given product. (1) Given the product [N+:1]([C:4]1[CH:5]=[CH:6][C:7]([CH2:10][C:11]([O:13][CH2:21][CH3:22])=[O:12])=[CH:8][CH:9]=1)([O-:3])=[O:2], predict the reactants needed to synthesize it. The reactants are: [N+:1]([C:4]1[CH:9]=[CH:8][C:7]([CH2:10][C:11]([OH:13])=[O:12])=[CH:6][CH:5]=1)([O-:3])=[O:2].S(=O)(=O)(O)O.[OH-].[Na+].[CH2:21](O)[CH3:22]. (2) Given the product [Cl:2][CH2:3][C:4]1[N:13]=[C:12]([N:14]([C:16]2[CH:17]=[C:18]([Cl:25])[C:19]([O:23][CH3:24])=[C:20]([Cl:22])[CH:21]=2)[CH3:15])[C:11]2[C:6](=[CH:7][CH:8]=[CH:9][CH:10]=2)[N:5]=1, predict the reactants needed to synthesize it. The reactants are: Cl.[Cl:2][CH2:3][C:4]1[N:13]=[C:12]([N:14]([C:16]2[CH:21]=[C:20]([Cl:22])[C:19]([O:23][CH3:24])=[C:18]([Cl:25])[CH:17]=2)[CH3:15])[C:11]2[C:6](=[CH:7][CH:8]=[CH:9][CH:10]=2)[N:5]=1.ClC1C2C(=CC=CC=2)N=C(CCl)N=1.Cl.ClC1C=C(NC)C=C(Cl)C=1OC. (3) Given the product [CH3:1][C:2]1[CH:7]=[C:6]([C:8]2[CH:9]=[CH:10][C:11]3[N:17]4[CH2:18][C@H:14]([CH2:15][CH2:16]4)[N:13]([C:28]([NH:42][C:37]4[CH:38]=[CH:39][CH:40]=[C:41]5[C:36]=4[N:35]=[CH:34][CH:33]=[N:32]5)=[O:27])[C:12]=3[N:19]=2)[CH:5]=[CH:4][N:3]=1, predict the reactants needed to synthesize it. The reactants are: [CH3:1][C:2]1[CH:7]=[C:6]([C:8]2[CH:9]=[CH:10][C:11]3[N:17]4[CH2:18][C@H:14]([CH2:15][CH2:16]4)[NH:13][C:12]=3[N:19]=2)[CH:5]=[CH:4][N:3]=1.C([O:27][C:28](Cl)(Cl)Cl)(OC(Cl)(Cl)Cl)=O.[N:32]1[C:41]2[CH:40]=[CH:39][CH:38]=[C:37]([NH2:42])[C:36]=2[N:35]=[CH:34][CH:33]=1.C(N(CC)CC)C. (4) Given the product [Cl:1][C:19]1[C:18]2[NH:17][N:16]=[CH:15][C:14]=2[C:13]([NH:12][C:4]2[C:5]3[C:6](=[CH:7][N:8]=[CH:9][CH:10]=3)[O:2][CH:3]=2)=[CH:21][CH:20]=1, predict the reactants needed to synthesize it. The reactants are: [ClH:1].[O:2]1[C:6]2=[CH:7][N:8]=[CH:9][CH:10]=[C:5]2[C:4](=O)[CH2:3]1.[NH2:12][C:13]1[CH:21]=[CH:20][CH:19]=[C:18]2[C:14]=1[CH:15]=[N:16][N:17]2C(=O)C. (5) The reactants are: Br[C:2]1[CH:3]=[C:4]([C:8]2[N:13]=[C:12]3[N:14]([CH3:17])[N:15]=[CH:16][C:11]3=[C:10]([C:18]([O:20][CH2:21][CH3:22])=[O:19])[N:9]=2)[CH:5]=[CH:6][CH:7]=1.[C:23]([C@:25]1([OH:32])[CH2:29][CH2:28][N:27]([CH3:30])[C:26]1=[O:31])#[CH:24]. Given the product [OH:32][C@@:25]1([C:23]#[C:24][C:2]2[CH:3]=[C:4]([C:8]3[N:13]=[C:12]4[N:14]([CH3:17])[N:15]=[CH:16][C:11]4=[C:10]([C:18]([O:20][CH2:21][CH3:22])=[O:19])[N:9]=3)[CH:5]=[CH:6][CH:7]=2)[CH2:29][CH2:28][N:27]([CH3:30])[C:26]1=[O:31], predict the reactants needed to synthesize it. (6) Given the product [C:38]([O:14][CH:11]1[CH2:10][CH:9]([O:8][CH2:1][C:2]2[CH:3]=[CH:4][CH:5]=[CH:6][CH:7]=2)[CH2:13][O:12]1)(=[O:39])[CH3:37], predict the reactants needed to synthesize it. The reactants are: [CH2:1]([O:8][CH:9]1[CH2:13][O:12][C:11](=[O:14])[CH2:10]1)[C:2]1[CH:7]=[CH:6][CH:5]=[CH:4][CH:3]=1.CC(C[AlH]CC(C)C)C.C1(C)C=CC=CC=1.N1C=CC=CC=1.[CH3:37][C:38](OC(C)=O)=[O:39].[NH4+].[Cl-].